From a dataset of Reaction yield outcomes from USPTO patents with 853,638 reactions. Predict the reaction yield, written as a fraction of the theoretical maximum amount of product (1.0 means a 100% yield; for example, 0.34 means a 34% yield). The reactants are C[Si](C)(C)CCOC[N:7]1[C:11]2[N:12]=[CH:13][N:14]=[C:15]([C:16]3[CH:17]=[N:18][N:19]([CH:21]([CH2:25][C:26]#[N:27])[CH2:22][C:23]#[N:24])[CH:20]=3)[C:10]=2[CH:9]=[CH:8]1.C(#N)C.F[B-](F)(F)F.[Li+].[OH-].[NH4+]. The catalyst is O. The product is [N:12]1[C:11]2[NH:7][CH:8]=[CH:9][C:10]=2[C:15]([C:16]2[CH:17]=[N:18][N:19]([CH:21]([CH2:22][C:23]#[N:24])[CH2:25][C:26]#[N:27])[CH:20]=2)=[N:14][CH:13]=1. The yield is 0.910.